Dataset: Reaction yield outcomes from USPTO patents with 853,638 reactions. Task: Predict the reaction yield, written as a fraction of the theoretical maximum amount of product (1.0 means a 100% yield; for example, 0.34 means a 34% yield). (1) The reactants are [NH:1]1[C:9]2[C:4](=[CH:5][CH:6]=[CH:7][CH:8]=2)[C:3]([C:10](=[O:59])[C:11]([NH:13][C:14]2[CH:19]=[CH:18][CH:17]=[C:16]([C:20]3[C:28]4[C:23](=[CH:24][CH:25]=[C:26]([C:29]5[N:33]=[CH:32][N:31](C(C6C=CC=CC=6)(C6C=CC=CC=6)C6C=CC=CC=6)[N:30]=5)[CH:27]=4)[N:22](C4CCCCO4)[N:21]=3)[CH:15]=2)=[O:12])=[CH:2]1. The catalyst is Cl.O1CCOCC1. The product is [NH:31]1[CH:32]=[N:33][C:29]([C:26]2[CH:27]=[C:28]3[C:23](=[CH:24][CH:25]=2)[NH:22][N:21]=[C:20]3[C:16]2[CH:15]=[C:14]([NH:13][C:11](=[O:12])[C:10]([C:3]3[C:4]4[C:9](=[CH:8][CH:7]=[CH:6][CH:5]=4)[NH:1][CH:2]=3)=[O:59])[CH:19]=[CH:18][CH:17]=2)=[N:30]1. The yield is 0.160. (2) The yield is 0.490. The reactants are [NH:1]([C:8]([O:10][C:11]([CH3:14])([CH3:13])[CH3:12])=[O:9])[C@H:2]([C:5]([OH:7])=[O:6])[CH2:3][SH:4].[OH-].[Na+].[CH3:17][CH:18]([SH:20])[CH3:19].II.Cl. The product is [C:11]([O:10][C:8]([NH:1][C@@H:2]([CH2:3][S:4][S:20][CH:18]([CH3:19])[CH3:17])[C:5]([OH:7])=[O:6])=[O:9])([CH3:14])([CH3:13])[CH3:12]. The catalyst is O.C1COCC1.CCO. (3) The reactants are O[C:2]1[C:11]2[C:6](=[CH:7][CH:8]=[C:9]([O:12][CH3:13])[CH:10]=2)[N:5]=[CH:4][C:3]=1[C:14]([O:16][CH2:17][CH3:18])=[O:15].O=P(Cl)(Cl)[Cl:21]. No catalyst specified. The product is [Cl:21][C:2]1[C:11]2[C:6](=[CH:7][CH:8]=[C:9]([O:12][CH3:13])[CH:10]=2)[N:5]=[CH:4][C:3]=1[C:14]([O:16][CH2:17][CH3:18])=[O:15]. The yield is 0.970. (4) The reactants are [Cl:1][C:2]1[CH:7]=[C:6]([NH2:8])[C:5]([I:9])=[CH:4][N:3]=1.C=O.[CH3:12][C:13](O)=O.C(O[BH-](OC(=O)C)OC(=O)C)(=O)C.[Na+]. The catalyst is O.C([O-])(O)=O.[Na+].C(Cl)Cl. The product is [Cl:1][C:2]1[CH:7]=[C:6]([NH:8][CH2:12][CH3:13])[C:5]([I:9])=[CH:4][N:3]=1. The yield is 1.00. (5) The reactants are [C:1]([CH:3]=[C:4]1[CH2:8][N:7]([C:9]([O:11][C:12]([CH3:15])([CH3:14])[CH3:13])=[O:10])[C@H:6]([C:16]([O:18][CH3:19])=[O:17])[CH2:5]1)#[N:2]. The catalyst is [Pt]=O.C(O)C.C(Cl)(Cl)Cl. The product is [NH2:2][CH2:1][CH2:3][CH:4]1[CH2:8][N:7]([C:9]([O:11][C:12]([CH3:15])([CH3:13])[CH3:14])=[O:10])[C@H:6]([C:16]([O:18][CH3:19])=[O:17])[CH2:5]1. The yield is 0.830. (6) The reactants are [SH:1][C:2]1[N:7]=[CH:6][CH:5]=[CH:4][N:3]=1.[CH2:8](O[K])C.ClC[CH:14]([C:23]1[CH:28]=[CH:27][CH:26]=[CH:25][CH:24]=1)[CH2:15][Si:16]([O:21][CH3:22])([O:19][CH3:20])[O:17][CH3:18]. The catalyst is C(O)C. The product is [CH3:22][O:21][Si:16]([O:17][CH3:18])([O:19][CH3:20])[CH2:15][CH2:14][C:23]1[CH:24]=[CH:25][C:26]([CH2:8][S:1][C:2]2[N:7]=[CH:6][CH:5]=[CH:4][N:3]=2)=[CH:27][CH:28]=1. The yield is 0.730. (7) The reactants are [CH3:1][C:2]1[CH:7]=[CH:6][C:5]([SH:8])=[CH:4][CH:3]=1.[H-].[Na+].[CH2:11]([O:13][C:14](=[O:17])[CH2:15]Br)[CH3:12]. The catalyst is C1COCC1. The product is [CH2:11]([O:13][C:14](=[O:17])[CH2:15][S:8][C:5]1[CH:6]=[CH:7][C:2]([CH3:1])=[CH:3][CH:4]=1)[CH3:12]. The yield is 0.990.